From a dataset of Full USPTO retrosynthesis dataset with 1.9M reactions from patents (1976-2016). Predict the reactants needed to synthesize the given product. (1) Given the product [CH3:1][O:2][C:3]1[CH:4]=[C:5]2[C:10](=[CH:11][C:12]=1[O:13][CH3:14])[N:9]=[CH:8][CH:7]=[C:6]2[O:15][C:16]1[C:22]([CH3:23])=[CH:21][C:19]([NH:20][C:43](=[O:49])[O:44][CH:45]([C:61]2[CH:57]=[CH:56][CH:55]=[C:54]([O:53][C:52]([F:51])([F:63])[F:64])[CH:62]=2)[CH3:25])=[C:18]([CH3:24])[CH:17]=1, predict the reactants needed to synthesize it. The reactants are: [CH3:1][O:2][C:3]1[CH:4]=[C:5]2[C:10](=[CH:11][C:12]=1[O:13][CH3:14])[N:9]=[CH:8][CH:7]=[C:6]2[O:15][C:16]1[C:22]([CH3:23])=[CH:21][C:19]([NH2:20])=[C:18]([CH3:24])[CH:17]=1.[C:25]1(C)C=CC=CC=1.C(N(CC)CC)C.ClC(Cl)(O[C:43](=[O:49])[O:44][C:45](Cl)(Cl)Cl)Cl.[F:51][C:52]([F:64])([F:63])[O:53][C:54]1[CH:62]=[CH:61][C:57](C(O)C)=[CH:56][CH:55]=1. (2) Given the product [C:4]([C:3]1[C:2]2[NH:1][C:11]3[C:12](=[CH:16][CH:17]=[CH:18][CH:19]=3)[C:13](=[O:15])[C:10]=2[CH:9]=[CH:8][CH:7]=1)([OH:6])=[O:5], predict the reactants needed to synthesize it. The reactants are: [NH:1]([C:11]1[CH:19]=[CH:18][CH:17]=[CH:16][C:12]=1[C:13]([OH:15])=O)[C:2]1[CH:10]=[CH:9][CH:8]=[CH:7][C:3]=1[C:4]([OH:6])=[O:5]. (3) Given the product [ClH:37].[NH2:7][C:8]([CH2:16][CH2:17][C:18]1[CH:23]=[CH:22][C:21]([O:24][CH2:25][CH2:26][CH2:27][CH2:28][CH2:29][CH2:30][CH2:31][CH3:32])=[C:20]([CH:33]([F:34])[F:35])[CH:19]=1)([CH2:13][OH:12])[CH2:9][OH:10], predict the reactants needed to synthesize it. The reactants are: C(OC(=O)[NH:7][C:8]1([CH2:16][CH2:17][C:18]2[CH:23]=[CH:22][C:21]([O:24][CH2:25][CH2:26][CH2:27][CH2:28][CH2:29][CH2:30][CH2:31][CH3:32])=[C:20]([CH:33]([F:35])[F:34])[CH:19]=2)[CH2:13][O:12]C(C)(C)[O:10][CH2:9]1)(C)(C)C.[ClH:37]. (4) Given the product [C:2]([Cl:1])(=[O:5])[O:18][CH2:17][CH2:16][O:15][CH2:13][CH3:14], predict the reactants needed to synthesize it. The reactants are: [Cl:1][C:2]([O:5]C(=O)OC(Cl)(Cl)Cl)(Cl)Cl.[CH2:13]([O:15][CH2:16][CH2:17][OH:18])[CH3:14].N1C=CC=CC=1. (5) Given the product [Br:1][C:2]1[C:20]([CH3:21])=[CH:19][C:5]([O:6][C@@H:7]2[CH2:10][C@H:9]([NH2:11])[CH2:8]2)=[CH:4][C:3]=1[CH3:22], predict the reactants needed to synthesize it. The reactants are: [Br:1][C:2]1[C:20]([CH3:21])=[CH:19][C:5]([O:6][C@@H:7]2[CH2:10][C@H:9]([NH:11]C(=O)OC(C)(C)C)[CH2:8]2)=[CH:4][C:3]=1[CH3:22].FC(F)(F)C(O)=O. (6) Given the product [F:24][C:18]1[CH:19]=[C:20]([F:23])[CH:21]=[CH:22][C:17]=1[C:15]1[CH:16]=[C:11]([N:8]2[C:7]3[CH:32]=[CH:33][C:4](/[C:1](=[N:36]\[OH:35])/[CH3:2])=[CH:5][C:6]=3[N:10]=[CH:9]2)[CH:12]=[C:13]([NH:25][S:26]([CH:29]2[CH2:31][CH2:30]2)(=[O:27])=[O:28])[CH:14]=1, predict the reactants needed to synthesize it. The reactants are: [C:1]([C:4]1[CH:33]=[CH:32][C:7]2[N:8]([C:11]3[CH:12]=[C:13]([NH:25][S:26]([CH:29]4[CH2:31][CH2:30]4)(=[O:28])=[O:27])[CH:14]=[C:15]([C:17]4[CH:22]=[CH:21][C:20]([F:23])=[CH:19][C:18]=4[F:24])[CH:16]=3)[CH:9]=[N:10][C:6]=2[CH:5]=1)(=O)[CH3:2].Cl.[OH:35][NH2:36].